Dataset: Forward reaction prediction with 1.9M reactions from USPTO patents (1976-2016). Task: Predict the product of the given reaction. (1) The product is: [Br:19][CH2:2][C:3]1[C:8]([CH3:9])=[CH:7][CH:6]=[C:5]([F:10])[C:4]=1[N:11]1[C:15](=[O:16])[N:14]([CH3:17])[N:13]=[N:12]1. Given the reactants O[CH2:2][C:3]1[C:8]([CH3:9])=[CH:7][CH:6]=[C:5]([F:10])[C:4]=1[N:11]1[C:15](=[O:16])[N:14]([CH3:17])[N:13]=[N:12]1.P(Br)(Br)[Br:19], predict the reaction product. (2) Given the reactants Cl[C:2]1[N:7]=[C:6]([NH:8][CH:9]2[CH2:26][CH2:25][C:12]3([CH2:17][CH2:16][N:15]([C:18]([O:20][C:21]([CH3:24])([CH3:23])[CH3:22])=[O:19])[CH2:14][CH2:13]3)[CH2:11][CH2:10]2)[C:5]([Cl:27])=[CH:4][N:3]=1.Cl.[CH3:29][N:30]1[C:38]([CH3:39])=[C:37]2[C:32]([CH:33]=[C:34]([NH2:40])[CH:35]=[CH:36]2)=[N:31]1.CCN(C(C)C)C(C)C, predict the reaction product. The product is: [Cl:27][C:5]1[C:6]([NH:8][CH:9]2[CH2:26][CH2:25][C:12]3([CH2:13][CH2:14][N:15]([C:18]([O:20][C:21]([CH3:22])([CH3:23])[CH3:24])=[O:19])[CH2:16][CH2:17]3)[CH2:11][CH2:10]2)=[N:7][C:2]([NH:40][C:34]2[CH:35]=[CH:36][C:37]3[C:32]([CH:33]=2)=[N:31][N:30]([CH3:29])[C:38]=3[CH3:39])=[N:3][CH:4]=1. (3) Given the reactants C([O:4][C:5]1[CH:14]=[C:13]2[C:8]([CH2:9][CH2:10][N:11]3[CH:17]=[N:16][CH:15]=[C:12]32)=[CH:7][C:6]=1[O:18][CH3:19])(C)C.CS(O)(=O)=O, predict the reaction product. The product is: [CH3:19][O:18][C:6]1[CH:7]=[C:8]2[C:13](=[CH:14][C:5]=1[OH:4])[C:12]1=[CH:15][N:16]=[CH:17][N:11]1[CH2:10][CH2:9]2. (4) Given the reactants S1C(N)=CC=C1.[CH3:7][C:8]1[C:9]2[CH:16]=[C:15]([N+:17]([O-])=O)[CH:14]=[CH:13][C:10]=2[S:11][CH:12]=1, predict the reaction product. The product is: [CH3:7][C:8]1[C:9]2[CH:16]=[C:15]([NH2:17])[CH:14]=[CH:13][C:10]=2[S:11][CH:12]=1. (5) The product is: [F:43][C:39]1[CH:40]=[CH:41][CH:42]=[C:2]([F:1])[C:3]=1[C:4]([NH:6][C:7]1[CH:12]=[CH:11][CH:10]=[C:9]([C:13]2[N:57]=[C:55]([NH:54][CH2:53][CH2:52][N:46]3[CH2:47][CH2:48][O:49][CH2:50][CH2:51]3)[S:56][C:14]=2[C:15]2[CH:20]=[CH:19][N:18]=[C:17]([NH:21][C:22]3[CH:31]=[C:30]4[C:25]([CH2:26][CH2:27][N:28]([C:32](=[O:37])[C:33]([F:34])([F:36])[F:35])[CH2:29]4)=[CH:24][CH:23]=3)[N:16]=2)[CH:8]=1)=[O:5]. Given the reactants [F:1][C:2]1[CH:42]=[CH:41][CH:40]=[C:39]([F:43])[C:3]=1[C:4]([NH:6][C:7]1[CH:12]=[CH:11][CH:10]=[C:9]([C:13](=O)[CH2:14][C:15]2[CH:20]=[CH:19][N:18]=[C:17]([NH:21][C:22]3[CH:31]=[C:30]4[C:25]([CH2:26][CH2:27][N:28]([C:32](=[O:37])[C:33]([F:36])([F:35])[F:34])[CH2:29]4)=[CH:24][CH:23]=3)[N:16]=2)[CH:8]=1)=[O:5].BrBr.[N:46]1([CH2:52][CH2:53][NH:54][C:55]([NH2:57])=[S:56])[CH2:51][CH2:50][O:49][CH2:48][CH2:47]1.C(=O)([O-])[O-].[Mg+2], predict the reaction product. (6) Given the reactants [C:1]([N:3]1[CH2:8][CH2:7][CH:6]([N:9]([CH:23]2[CH2:25][CH2:24]2)[C:10](=[O:22])[C:11]2[CH:16]=[CH:15][C:14]([C:17]3[O:21][CH:20]=[N:19][CH:18]=3)=[CH:13][CH:12]=2)[CH2:5][CH2:4]1)#[N:2].[OH:26][NH:27][C:28](=N)[C:29]1[CH:34]=[CH:33][N:32]=[CH:31][CH:30]=1, predict the reaction product. The product is: [CH:23]1([N:9]([CH:6]2[CH2:5][CH2:4][N:3]([C:1]3[O:26][N:27]=[C:28]([C:29]4[CH:34]=[CH:33][N:32]=[CH:31][CH:30]=4)[N:2]=3)[CH2:8][CH2:7]2)[C:10](=[O:22])[C:11]2[CH:12]=[CH:13][C:14]([C:17]3[O:21][CH:20]=[N:19][CH:18]=3)=[CH:15][CH:16]=2)[CH2:25][CH2:24]1. (7) Given the reactants [N:1]1([C:7]2[CH:16]=[C:15]3[C:10]([CH:11]=[CH:12][C:13]([C:17]([OH:19])=O)=[N:14]3)=[CH:9][CH:8]=2)[CH2:6][CH2:5][O:4][CH2:3][CH2:2]1.[NH2:20][C:21]1[CH:22]=[N:23][CH:24]=[CH:25][C:26]=1[N:27]1[CH2:32][C@H:31]([CH3:33])[CH2:30][C@H:29]([NH:34]C(=O)OC(C)(C)C)[CH2:28]1.CN(C(ON1N=NC2C=CC=NC1=2)=[N+](C)C)C.F[P-](F)(F)(F)(F)F.CCN(C(C)C)C(C)C.C(O)(C(F)(F)F)=O, predict the reaction product. The product is: [NH2:34][C@H:29]1[CH2:30][C@@H:31]([CH3:33])[CH2:32][N:27]([C:26]2[CH:25]=[CH:24][N:23]=[CH:22][C:21]=2[NH:20][C:17]([C:13]2[CH:12]=[CH:11][C:10]3[C:15](=[CH:16][C:7]([N:1]4[CH2:2][CH2:3][O:4][CH2:5][CH2:6]4)=[CH:8][CH:9]=3)[N:14]=2)=[O:19])[CH2:28]1.